Dataset: Catalyst prediction with 721,799 reactions and 888 catalyst types from USPTO. Task: Predict which catalyst facilitates the given reaction. (1) Reactant: [N:1]1([C:7]2[CH:12]=[CH:11][C:10]([NH:13][C:14]([C:16]3[C:17]([C:22]4[CH:27]=[CH:26][C:25]([C:28]([F:31])([F:30])[F:29])=[CH:24][CH:23]=4)=[CH:18][CH:19]=[CH:20][CH:21]=3)=[O:15])=[CH:9][N:8]=2)[CH2:6][CH2:5][NH:4][CH2:3][CH2:2]1.[Na].[C:33]([C:35]1[CH:36]=[C:37]([CH:40]=[CH:41][CH:42]=1)[CH2:38]Br)#[N:34].O. Product: [C:33]([C:35]1[CH:36]=[C:37]([CH:40]=[CH:41][CH:42]=1)[CH2:38][N:4]1[CH2:5][CH2:6][N:1]([C:7]2[CH:12]=[CH:11][C:10]([NH:13][C:14]([C:16]3[C:17]([C:22]4[CH:27]=[CH:26][C:25]([C:28]([F:31])([F:29])[F:30])=[CH:24][CH:23]=4)=[CH:18][CH:19]=[CH:20][CH:21]=3)=[O:15])=[CH:9][N:8]=2)[CH2:2][CH2:3]1)#[N:34]. The catalyst class is: 21. (2) Reactant: [C:1]([O:5][C:6]([C:8]1[CH:13]=[CH:12][C:11]([CH2:14][C:15](O)=[O:16])=[CH:10][CH:9]=1)=[O:7])([CH3:4])([CH3:3])[CH3:2].O=O.[Cl-].[NH4+]. Product: [OH:16][CH2:15][CH2:14][C:11]1[CH:12]=[CH:13][C:8]([C:6]([O:5][C:1]([CH3:2])([CH3:4])[CH3:3])=[O:7])=[CH:9][CH:10]=1. The catalyst class is: 1. (3) Reactant: C(OC(=O)[NH:7][CH2:8][CH2:9][N:10]([CH:20]([C:24]1[N:25]([CH2:35][C:36]2[CH:41]=[CH:40][CH:39]=[CH:38][CH:37]=2)[C:26](=[O:34])[C:27]2[C:32]([CH3:33])=[N:31][S:30][C:28]=2[N:29]=1)[CH:21]([CH3:23])[CH3:22])[C:11](=[O:19])[C:12]1[CH:17]=[CH:16][C:15]([Br:18])=[CH:14][CH:13]=1)(C)(C)C.[ClH:43]. Product: [ClH:43].[NH2:7][CH2:8][CH2:9][N:10]([CH:20]([C:24]1[N:25]([CH2:35][C:36]2[CH:41]=[CH:40][CH:39]=[CH:38][CH:37]=2)[C:26](=[O:34])[C:27]2[C:32]([CH3:33])=[N:31][S:30][C:28]=2[N:29]=1)[CH:21]([CH3:23])[CH3:22])[C:11](=[O:19])[C:12]1[CH:17]=[CH:16][C:15]([Br:18])=[CH:14][CH:13]=1. The catalyst class is: 12. (4) Product: [CH3:1][O:2][C@H:3]([CH3:7])[C:4]([N:45]1[CH2:46][CH:41]([C:38]2[CH:39]=[CH:40][C:35]([O:34][C:33]([F:57])([F:32])[F:56])=[CH:36][CH:37]=2)[CH2:42][CH:43]([NH:47][C:48]([C:49]2[CH:50]=[CH:51][CH:52]=[CH:53][CH:54]=2)=[O:55])[CH2:44]1)=[O:6]. Reactant: [CH3:1][O:2][C@H:3]([CH3:7])[C:4]([OH:6])=O.CN(C(ON1N=NC2C=CC=NC1=2)=[N+](C)C)C.F[P-](F)(F)(F)(F)F.[F:32][C:33]([F:57])([F:56])[O:34][C:35]1[CH:40]=[CH:39][C:38]([CH:41]2[CH2:46][NH:45][CH2:44][CH:43]([NH:47][C:48](=[O:55])[C:49]3[CH:54]=[CH:53][CH:52]=[CH:51][CH:50]=3)[CH2:42]2)=[CH:37][CH:36]=1. The catalyst class is: 456. (5) Reactant: S(=O)(=O)(O)O.C(O[CH:9]=[CH:10][C:11]([NH:13][C:14]1[CH:15]=[C:16]([CH:21]=[C:22]([O:24][CH3:25])[CH:23]=1)[C:17]([O:19][CH3:20])=[O:18])=[O:12])C. Product: [CH3:25][O:24][C:22]1[CH:21]=[C:16]([C:17]([O:19][CH3:20])=[O:18])[C:15]2[CH:9]=[CH:10][C:11](=[O:12])[NH:13][C:14]=2[CH:23]=1. The catalyst class is: 6. (6) Reactant: C(=O)([O-])[O-].[K+].[K+].Cl.Cl.Cl.Cl.[N:11]1([CH2:18][CH2:19][CH2:20][N:21]2[CH2:27][CH2:26][CH2:25][NH:24][CH2:23][CH2:22]2)[CH2:17][CH2:16][CH2:15][NH:14][CH2:13][CH2:12]1. Product: [N:11]1([CH2:18][CH2:19][CH2:20][N:21]2[CH2:27][CH2:26][CH2:25][NH:24][CH2:23][CH2:22]2)[CH2:17][CH2:16][CH2:15][NH:14][CH2:13][CH2:12]1. The catalyst class is: 6. (7) The catalyst class is: 2. Reactant: Cl.[F:2][C:3]1([F:15])[O:7][C:6]2[CH:8]=[CH:9][C:10]([C@H:12]([NH2:14])[CH3:13])=[CH:11][C:5]=2[O:4]1.C(N(CC)CC)C.Cl[C:24]([O:26][C:27]1[CH:32]=[CH:31][CH:30]=[CH:29][CH:28]=1)=[O:25]. Product: [C:27]1([O:26][C:24](=[O:25])[NH:14][C@@H:12]([C:10]2[CH:9]=[CH:8][C:6]3[O:7][C:3]([F:2])([F:15])[O:4][C:5]=3[CH:11]=2)[CH3:13])[CH:32]=[CH:31][CH:30]=[CH:29][CH:28]=1. (8) Reactant: Br[C:2]1[C:7]([N+:8]([O-:10])=[O:9])=[C:6]([NH2:11])[CH:5]=[C:4]([Br:12])[N:3]=1.C(N(CC)CC)C.[CH2:20]([C:22]1[CH:29]=[CH:28][CH:27]=[C:26]([CH3:30])[C:23]=1[CH2:24][NH2:25])[CH3:21]. Product: [Br:12][C:4]1[N:3]=[C:2]([NH:25][CH2:24][C:23]2[C:26]([CH3:30])=[CH:27][CH:28]=[CH:29][C:22]=2[CH2:20][CH3:21])[C:7]([N+:8]([O-:10])=[O:9])=[C:6]([NH2:11])[CH:5]=1. The catalyst class is: 10.